This data is from Reaction yield outcomes from USPTO patents with 853,638 reactions. The task is: Predict the reaction yield, written as a fraction of the theoretical maximum amount of product (1.0 means a 100% yield; for example, 0.34 means a 34% yield). (1) The reactants are [NH:1]1[C:9]2[C:4](=[CH:5][C:6](B(O)O)=[CH:7][CH:8]=2)[CH:3]=[CH:2]1.[CH2:13]([O:15][C:16]([C:18]1[C:19]([C:23]([F:26])([F:25])[F:24])=[N:20][NH:21][CH:22]=1)=[O:17])[CH3:14]. No catalyst specified. The product is [CH2:13]([O:15][C:16]([C:18]1[C:19]([C:23]([F:25])([F:26])[F:24])=[N:20][N:21]([C:6]2[CH:5]=[C:4]3[C:9](=[CH:8][CH:7]=2)[NH:1][CH:2]=[CH:3]3)[CH:22]=1)=[O:17])[CH3:14]. The yield is 0.720. (2) The reactants are [CH3:1][O:2][C:3]1[CH:20]=[CH:19][C:18]2[C@@H:17]3[C@:8]([CH:22]=[CH2:23])([C@H:9]4[C@@:13]([CH2:15][CH2:16]3)([CH3:14])[C@@H:12]([OH:21])[CH2:11][CH2:10]4)[CH2:7][CH2:6][C:5]=2[CH:4]=1.[Cr](Cl)([O-])(=O)=O.[NH+]1C=CC=CC=1. The catalyst is ClCCl. The product is [CH3:1][O:2][C:3]1[CH:20]=[CH:19][C:18]2[C@@H:17]3[C@:8]([CH:22]=[CH2:23])([C@H:9]4[C@@:13]([CH2:15][CH2:16]3)([CH3:14])[C:12](=[O:21])[CH2:11][CH2:10]4)[CH2:7][CH2:6][C:5]=2[CH:4]=1. The yield is 0.980. (3) The reactants are [CH3:1][Si:2]([CH3:20])([CH3:19])[CH2:3][CH2:4][O:5][C:6](=[O:18])[NH:7][C:8]1[CH:13]=[C:12]([N+:14]([O-])=O)[CH:11]=[CH:10][C:9]=1[F:17]. The catalyst is CO.[Pd]. The product is [CH3:1][Si:2]([CH3:20])([CH3:19])[CH2:3][CH2:4][O:5][C:6](=[O:18])[NH:7][C:8]1[CH:13]=[C:12]([NH2:14])[CH:11]=[CH:10][C:9]=1[F:17]. The yield is 0.970.